This data is from Forward reaction prediction with 1.9M reactions from USPTO patents (1976-2016). The task is: Predict the product of the given reaction. (1) Given the reactants [CH3:1][O:2][C:3]1[CH:4]=[C:5]([CH:9]=[CH:10][CH:11]=1)[C:6]([NH2:8])=[O:7].[H-].[Na+].C[O:15][CH2:16][CH2:17]OC, predict the reaction product. The product is: [CH3:1][O:2][C:3]1[CH:4]=[C:5]([C:6]2[O:7][CH2:17][C:16](=[O:15])[N:8]=2)[CH:9]=[CH:10][CH:11]=1. (2) Given the reactants [F:1][C:2]([F:22])([F:21])[C:3]([N:5]([CH:9]1[CH2:18][CH2:17][C:16]2[C:11](=[CH:12][C:13]([O:19]C)=[CH:14][CH:15]=2)[CH2:10]1)[CH2:6][CH2:7][CH3:8])=[O:4].B(Cl)(Cl)Cl, predict the reaction product. The product is: [F:1][C:2]([F:21])([F:22])[C:3]([N:5]([CH:9]1[CH2:18][CH2:17][C:16]2[C:11](=[CH:12][C:13]([OH:19])=[CH:14][CH:15]=2)[CH2:10]1)[CH2:6][CH2:7][CH3:8])=[O:4]. (3) Given the reactants ClC1C(F)=CC(F)=C(C=1)C(OC(C)(C)C)=O.[F:17][C:18]1[CH:30]=[C:29](F)[C:28]([I:32])=[CH:27][C:19]=1[C:20]([O:22][C:23]([CH3:26])([CH3:25])[CH3:24])=[O:21].ClC1C=C(O)C=CC=1OC(F)(F)F.[Cl:46][C:47]1[CH:48]=[C:49]([OH:59])[CH:50]=[N:51][C:52]=1[O:53][CH2:54][C:55]([F:58])([F:57])[F:56], predict the reaction product. The product is: [Cl:46][C:47]1[CH:48]=[C:49]([O:59][C:29]2[C:28]([I:32])=[CH:27][C:19]([C:20]([O:22][C:23]([CH3:26])([CH3:25])[CH3:24])=[O:21])=[C:18]([F:17])[CH:30]=2)[CH:50]=[N:51][C:52]=1[O:53][CH2:54][C:55]([F:56])([F:57])[F:58]. (4) Given the reactants [C:1]([O:5][C:6]([NH:8][C@H:9]([CH2:13][O:14][CH:15]1[CH2:20][CH2:19][CH2:18][CH2:17][O:16]1)[C:10]([OH:12])=O)=[O:7])([CH3:4])([CH3:3])[CH3:2].C(N1C=CN=C1)(N1C=CN=C1)=O.[CH2:33]([NH2:40])[C:34]1[CH:39]=[CH:38][CH:37]=[CH:36][CH:35]=1, predict the reaction product. The product is: [CH2:33]([NH:40][C:10](=[O:12])[CH:9]([NH:8][C:6](=[O:7])[O:5][C:1]([CH3:2])([CH3:3])[CH3:4])[CH2:13][O:14][C@@H:15]1[CH2:20][CH2:19][CH2:18][CH2:17][O:16]1)[C:34]1[CH:39]=[CH:38][CH:37]=[CH:36][CH:35]=1. (5) Given the reactants [NH2:1][CH2:2][CH2:3][N:4]([CH2:10][C:11]1[CH:16]=[CH:15][CH:14]=[CH:13][CH:12]=1)[CH2:5][CH2:6][C:7](=O)[CH3:8].N1C(Cl)=NC(Cl)=NC=1Cl.[BH4-].[Na+], predict the reaction product. The product is: [CH2:10]([N:4]1[CH2:5][CH2:6][CH:7]([CH3:8])[NH:1][CH2:2][CH2:3]1)[C:11]1[CH:16]=[CH:15][CH:14]=[CH:13][CH:12]=1. (6) Given the reactants [Cl:1][C:2]1[CH:7]=[CH:6][CH:5]=[C:4]([CH2:8]Cl)[N:3]=1.[CH3:10][O-:11].[Na+], predict the reaction product. The product is: [Cl:1][C:2]1[CH:7]=[CH:6][CH:5]=[C:4]([CH2:8][O:11][CH3:10])[N:3]=1.